This data is from NCI-60 drug combinations with 297,098 pairs across 59 cell lines. The task is: Regression. Given two drug SMILES strings and cell line genomic features, predict the synergy score measuring deviation from expected non-interaction effect. Drug 1: CN(C)C1=NC(=NC(=N1)N(C)C)N(C)C. Drug 2: CC1=C(C=C(C=C1)NC(=O)C2=CC=C(C=C2)CN3CCN(CC3)C)NC4=NC=CC(=N4)C5=CN=CC=C5. Cell line: RPMI-8226. Synergy scores: CSS=-4.10, Synergy_ZIP=2.78, Synergy_Bliss=-1.49, Synergy_Loewe=-10.9, Synergy_HSA=-10.7.